Task: Predict the reactants needed to synthesize the given product.. Dataset: Full USPTO retrosynthesis dataset with 1.9M reactions from patents (1976-2016) (1) Given the product [NH2:1][C:2]1[C:11]([O:12][CH3:13])=[CH:10][C:9]([Cl:21])=[CH:8][C:3]=1[C:4]([O:6][CH3:7])=[O:5], predict the reactants needed to synthesize it. The reactants are: [NH2:1][C:2]1[C:11]([O:12][CH3:13])=[CH:10][CH:9]=[CH:8][C:3]=1[C:4]([O:6][CH3:7])=[O:5].C1C(=O)N([Cl:21])C(=O)C1.O. (2) Given the product [CH3:33][CH:34]([CH3:70])[C@H:35]([N:40]1[CH2:48][C:47]2[C:42](=[CH:43][C:44]([C:49]3[CH:50]=[CH:51][C:52]([NH:55][C:56]([C:58]4[S:59][C:60]([C:63]5[CH:64]=[CH:65][CH:66]=[CH:67][CH:68]=5)=[CH:61][N:62]=4)=[O:57])=[CH:53][CH:54]=3)=[CH:45][CH:46]=2)[C:41]1=[O:69])[C:36]([OH:38])=[O:37], predict the reactants needed to synthesize it. The reactants are: C(NC1C=CC(C2C=C3C(CN([C@@H](C(C)C)C(O)=O)C3=O)=CC=2)=CC=1)(=O)C1C=CC=CC=1.[CH3:33][CH:34]([CH3:70])[C@H:35]([N:40]1[CH2:48][C:47]2[C:42](=[CH:43][C:44]([C:49]3[CH:54]=[CH:53][C:52]([NH:55][C:56]([C:58]4[S:59][C:60]([C:63]5[CH:68]=[CH:67][CH:66]=[CH:65][CH:64]=5)=[CH:61][N:62]=4)=[O:57])=[CH:51][CH:50]=3)=[CH:45][CH:46]=2)[C:41]1=[O:69])[C:36]([O:38]C)=[O:37]. (3) Given the product [NH2:22][C:19]1[CH:18]=[CH:17][C:16]([C@H:13]2[CH2:12][CH2:11][C@H:10]([CH2:9][NH:8][C:6](=[O:7])[O:5][C:1]([CH3:3])([CH3:2])[CH3:4])[CH2:15][CH2:14]2)=[CH:21][CH:20]=1, predict the reactants needed to synthesize it. The reactants are: [C:1]([O:5][C:6]([NH:8][CH2:9][C@H:10]1[CH2:15][CH2:14][C@H:13]([C:16]2[CH:21]=[CH:20][C:19]([NH:22]C(=O)OCC3C=CC=CC=3)=[CH:18][CH:17]=2)[CH2:12][CH2:11]1)=[O:7])([CH3:4])([CH3:3])[CH3:2].